This data is from Forward reaction prediction with 1.9M reactions from USPTO patents (1976-2016). The task is: Predict the product of the given reaction. (1) Given the reactants [O:1]1[CH2:6][CH2:5][N:4]([CH2:7][CH2:8][O:9][C:10]2[CH:18]=[C:17]3[C:13]([C:14]([C:26]4[CH:31]=[CH:30][C:29]([F:32])=[CH:28][CH:27]=4)=[C:15]([C:20]4[CH:21]=[N:22][CH:23]=C[CH:25]=4)[C:16]3=[O:19])=[CH:12][CH:11]=2)[CH2:3][CH2:2]1.O1CC[N:36](CCOC2C=C3C(C(C4C=CC=CC=4)=C(Br)C3=O)=CC=2)CC1.N1C=C(B(O)O)C=NC=1, predict the reaction product. The product is: [O:1]1[CH2:6][CH2:5][N:4]([CH2:7][CH2:8][O:9][C:10]2[CH:18]=[C:17]3[C:13]([C:14]([C:26]4[CH:31]=[CH:30][C:29]([F:32])=[CH:28][CH:27]=4)=[C:15]([C:20]4[CH:25]=[N:36][CH:23]=[N:22][CH:21]=4)[C:16]3=[O:19])=[CH:12][CH:11]=2)[CH2:3][CH2:2]1. (2) Given the reactants Cl[C:2]1[N:3]=[C:4]([NH:13][C:14]2[CH:19]=[CH:18][C:17]([N:20]3[CH2:25][CH2:24][CH:23]([N:26]4[CH2:31][CH2:30][N:29]([CH3:32])[CH2:28][CH2:27]4)[CH2:22][CH2:21]3)=[CH:16][CH:15]=2)[C:5]([C:10]([NH2:12])=[O:11])=[N:6][C:7]=1[CH2:8][CH3:9].[CH2:33]([N:40]1[CH2:44][CH2:43][CH2:42][C@@H:41]1[CH2:45][OH:46])[C:34]1[CH:39]=[CH:38][CH:37]=[CH:36][CH:35]=1.C1OCCOCCOCCOCCOCCOC1.CC(C)([O-])C.[K+], predict the reaction product. The product is: [CH2:33]([N:40]1[CH2:44][CH2:43][CH2:42][C@@H:41]1[CH2:45][O:46][C:2]1[N:3]=[C:4]([NH:13][C:14]2[CH:19]=[CH:18][C:17]([N:20]3[CH2:25][CH2:24][CH:23]([N:26]4[CH2:31][CH2:30][N:29]([CH3:32])[CH2:28][CH2:27]4)[CH2:22][CH2:21]3)=[CH:16][CH:15]=2)[C:5]([C:10]([NH2:12])=[O:11])=[N:6][C:7]=1[CH2:8][CH3:9])[C:34]1[CH:39]=[CH:38][CH:37]=[CH:36][CH:35]=1. (3) Given the reactants [NH2:1][C:2]1[N:3]=[N:4][C:5](Cl)=[CH:6][CH:7]=1.[CH2:9]([S:11][C:12]1[CH:17]=[CH:16][CH:15]=[CH:14][C:13]=1B1OC(C)(C)C(C)(C)O1)[CH3:10].C1(P(C2CCCCC2)C2CCCCC2)CCCCC1.P([O-])([O-])([O-])=O.[K+].[K+].[K+], predict the reaction product. The product is: [NH2:1][C:2]1[N:3]=[N:4][C:5]([C:13]2[CH:14]=[CH:15][CH:16]=[CH:17][C:12]=2[S:11][CH2:9][CH3:10])=[CH:6][CH:7]=1. (4) Given the reactants [Cl:1][C:2]1[C:7]([C:8](OCC)=[O:9])=[C:6]([CH3:13])[N:5]=[C:4]([Cl:14])[CH:3]=1.[H-].C([Al+]CC(C)C)C(C)C.C(C(C(C([O-])=O)O)O)([O-])=O.[K+].[Na+], predict the reaction product. The product is: [Cl:1][C:2]1[CH:3]=[C:4]([Cl:14])[N:5]=[C:6]([CH3:13])[C:7]=1[CH2:8][OH:9]. (5) The product is: [Cl:1][C:2]1[C:6]([N:7]([CH2:14][CH3:15])[C:8](=[O:13])[CH2:9][CH2:10][S:11]([CH3:12])=[O:23])=[CH:5][N:4]([C:16]2[CH:17]=[N:18][CH:19]=[CH:20][CH:21]=2)[N:3]=1. Given the reactants [Cl:1][C:2]1[C:6]([N:7]([CH2:14][CH3:15])[C:8](=[O:13])[CH2:9][CH2:10][S:11][CH3:12])=[CH:5][N:4]([C:16]2[CH:17]=[N:18][CH:19]=[CH:20][CH:21]=2)[N:3]=1.B1([O-])O[O:23]1.O.O.O.O.[Na+].C([O-])(O)=O.[Na+].C(OCC)(=O)C, predict the reaction product.